Task: Predict the product of the given reaction.. Dataset: Forward reaction prediction with 1.9M reactions from USPTO patents (1976-2016) (1) Given the reactants [Br:1][C:2]1[CH:3]=[C:4]([CH:8]2[CH2:12][CH2:11][CH2:10][NH:9]2)[CH:5]=[CH:6][CH:7]=1.[OH:13][CH:14]([C:18]1[CH:23]=[CH:22][C:21]([S:24][CH3:25])=[CH:20][CH:19]=1)[C:15](O)=[O:16].F[P-](F)(F)(F)(F)F.N1(OC(N(C)C)=[N+](C)C)C2C=CC=CC=2N=N1.CCN(C(C)C)C(C)C, predict the reaction product. The product is: [Br:1][C:2]1[CH:3]=[C:4]([CH:8]2[CH2:12][CH2:11][CH2:10][N:9]2[C:15](=[O:16])[CH:14]([OH:13])[C:18]2[CH:19]=[CH:20][C:21]([S:24][CH3:25])=[CH:22][CH:23]=2)[CH:5]=[CH:6][CH:7]=1. (2) Given the reactants [NH2:1][C:2]1[CH:34]=[CH:33][C:5]([O:6][C:7]2[CH:12]=[CH:11][N:10]=[C:9]3[CH:13]=[C:14]([C:16]4[N:17]([CH3:32])[C:18]([C:21]([NH:23][CH2:24][CH2:25][N:26]5[CH2:31][CH2:30][O:29][CH2:28][CH2:27]5)=[O:22])=[CH:19][N:20]=4)[S:15][C:8]=23)=[C:4]([F:35])[CH:3]=1.CC[N:38]([CH:42]([CH3:44])[CH3:43])[CH:39](C)C.ClC(Cl)([O:48]C(=O)OC(Cl)(Cl)Cl)Cl.C1(N)CC1, predict the reaction product. The product is: [CH:42]1([NH:38][C:39](=[O:48])[NH:1][C:2]2[CH:34]=[CH:33][C:5]([O:6][C:7]3[CH:12]=[CH:11][N:10]=[C:9]4[CH:13]=[C:14]([C:16]5[N:17]([CH3:32])[C:18]([C:21]([NH:23][CH2:24][CH2:25][N:26]6[CH2:31][CH2:30][O:29][CH2:28][CH2:27]6)=[O:22])=[CH:19][N:20]=5)[S:15][C:8]=34)=[C:4]([F:35])[CH:3]=2)[CH2:43][CH2:44]1. (3) Given the reactants [Cl:1][C:2]1[CH:3]=[C:4]([CH:11]=[CH:12][C:13]=1[O:14][CH:15]([CH3:17])[CH3:16])[C:5]([O:7]C(C)C)=[O:6].[OH-].[Na+], predict the reaction product. The product is: [Cl:1][C:2]1[CH:3]=[C:4]([CH:11]=[CH:12][C:13]=1[O:14][CH:15]([CH3:17])[CH3:16])[C:5]([OH:7])=[O:6]. (4) Given the reactants [CH2:1]([C:3]1[C:8](=[O:9])[NH:7][C:6]([CH3:10])=[C:5]([C:11]2[S:15][C:14]([S:16]([Cl:19])(=[O:18])=[O:17])=[CH:13][CH:12]=2)[CH:4]=1)[CH3:2].[C:20]1([NH:26][CH2:27][C@@H:28]2[CH2:32][CH2:31][CH2:30][NH:29]2)[CH:25]=[CH:24][CH:23]=[CH:22][CH:21]=1, predict the reaction product. The product is: [ClH:19].[CH2:1]([C:3]1[C:8](=[O:9])[NH:7][C:6]([CH3:10])=[C:5]([C:11]2[S:15][C:14]([S:16]([N:29]3[CH2:30][CH2:31][CH2:32][C@H:28]3[CH2:27][NH:26][C:20]3[CH:25]=[CH:24][CH:23]=[CH:22][CH:21]=3)(=[O:18])=[O:17])=[CH:13][CH:12]=2)[CH:4]=1)[CH3:2].